This data is from Forward reaction prediction with 1.9M reactions from USPTO patents (1976-2016). The task is: Predict the product of the given reaction. (1) The product is: [CH3:88][O:87][C:83]1[CH:82]=[C:81]([CH3:89])[C:80]([S:77]([N:72]2[CH2:73][CH2:74][CH2:75][CH2:76][CH:71]2[CH2:70][O:69][CH2:68][C:31]([N:29]2[CH2:28][CH2:27][C:26]3[C:41](=[CH:42][CH:8]=[C:7]([N:4]4[CH2:5][CH2:6][N:11]([CH3:15])[CH2:3][CH2:1]4)[CH:9]=3)[CH2:30]2)=[O:44])(=[O:79])=[O:78])=[C:85]([CH3:86])[CH:84]=1. Given the reactants [CH:1]([N:4]([CH:7]([CH3:9])[CH3:8])[CH2:5][CH3:6])([CH3:3])C.O[N:11]1[C:15]2C=CC=CC=2N=N1.Cl.C(N=C=N[CH2:26][CH2:27][CH2:28][N:29]([CH3:31])[CH3:30])C.BrC1C=C2C(=[CH:41][CH:42]=1)CNCC2.C(=O)([O-])[O-:44].[Cs+].[Cs+].CN1CCNCC1.BrC1C=C2C(=CC=1)CN(C(=O)[CH2:68][O:69][CH2:70][CH:71]1[CH2:76][CH2:75][CH2:74][CH2:73][N:72]1[S:77]([C:80]1[C:85]([CH3:86])=[CH:84][C:83]([O:87][CH3:88])=[CH:82][C:81]=1[CH3:89])(=[O:79])=[O:78])CC2.CC1(C)C2C(=C(P(C3C=CC=CC=3)C3C=CC=CC=3)C=CC=2)OC2C(P(C3C=CC=CC=3)C3C=CC=CC=3)=CC=CC1=2, predict the reaction product. (2) Given the reactants [C:1]([O:5][C:6](=[O:28])[NH:7][C:8]1[C@:9]([CH3:27])([C:23]([F:26])([F:25])[F:24])[O:10][CH2:11][C@:12]([C:15]2[CH:20]=[C:19]([NH2:21])[CH:18]=[CH:17][C:16]=2[F:22])([CH3:14])[N:13]=1)([CH3:4])([CH3:3])[CH3:2].[C:29]([C:31]1[CH:32]=[C:33]([CH3:40])[C:34]([C:37](O)=[O:38])=[N:35][CH:36]=1)#[N:30].C(Cl)CCl.C1C=NC2N(O)N=NC=2C=1.C([O-])(O)=O.[Na+], predict the reaction product. The product is: [C:1]([O:5][C:6](=[O:28])[NH:7][C:8]1[C@:9]([CH3:27])([C:23]([F:26])([F:25])[F:24])[O:10][CH2:11][C@:12]([C:15]2[CH:20]=[C:19]([NH:21][C:37]([C:34]3[C:33]([CH3:40])=[CH:32][C:31]([C:29]#[N:30])=[CH:36][N:35]=3)=[O:38])[CH:18]=[CH:17][C:16]=2[F:22])([CH3:14])[N:13]=1)([CH3:2])([CH3:3])[CH3:4]. (3) Given the reactants [CH2:1]([O:3][C:4](=[O:21])[CH2:5][C:6]([NH:8][C:9]1[CH:14]=[CH:13][C:12]([O:15][CH3:16])=[CH:11][C:10]=1[S:17](=[O:20])(=[O:19])[NH2:18])=O)[CH3:2].P(Cl)(Cl)(Cl)=O, predict the reaction product. The product is: [CH2:1]([O:3][C:4](=[O:21])[CH2:5][C:6]1[NH:8][C:9]2[CH:14]=[CH:13][C:12]([O:15][CH3:16])=[CH:11][C:10]=2[S:17](=[O:20])(=[O:19])[N:18]=1)[CH3:2]. (4) Given the reactants [OH:1][C:2]1[CH:10]=[CH:9][C:8]([OH:11])=[CH:7][C:3]=1[C:4]([OH:6])=[O:5].[O:12]1[CH2:16][CH2:15][CH2:14][CH:13]1[C:17]([O:19][CH2:20][CH2:21][CH2:22][CH2:23][CH2:24][CH2:25][CH2:26][CH2:27]Cl)=[O:18].[I-].[K+].C(#N)C, predict the reaction product. The product is: [OH:1][C:2]1[CH:10]=[CH:9][C:8]([OH:11])=[CH:7][C:3]=1[C:4]([O:6][CH2:27][CH2:26][CH2:25][CH2:24][CH2:23][CH2:22][CH2:21][CH2:20][O:19][C:17]([CH:13]1[CH2:14][CH2:15][CH2:16][O:12]1)=[O:18])=[O:5]. (5) Given the reactants [NH2:1][CH2:2][C@:3]1([OH:18])[CH2:8][CH2:7][CH2:6][C@H:5]([NH:9][C:10]2[C:15]([F:16])=[CH:14][N:13]=[C:12]([Cl:17])[N:11]=2)[CH2:4]1.CCN(C(C)C)C(C)C.[C:28](Cl)(=[O:30])[CH3:29].Cl.[OH-].[Na+], predict the reaction product. The product is: [Cl:17][C:12]1[N:11]=[C:10]([NH:9][C@H:5]2[CH2:6][CH2:7][CH2:8][C@:3]([CH2:2][NH:1][C:28](=[O:30])[CH3:29])([OH:18])[CH2:4]2)[C:15]([F:16])=[CH:14][N:13]=1. (6) Given the reactants [F:1][C:2]1([C:6]2[CH:11]=[CH:10][C:9]([C:12]3[CH2:16][C:15]([C:21]4[CH:26]=[C:25]([Cl:27])[C:24]([Cl:28])=[C:23]([Cl:29])[CH:22]=4)([C:17]([F:20])([F:19])[F:18])[O:14][N:13]=3)=[CH:8][CH:7]=2)[CH2:5][NH:4][CH2:3]1.N1C=CC=CC=1.[C:36](Cl)(=[O:38])[CH3:37].O, predict the reaction product. The product is: [F:1][C:2]1([C:6]2[CH:11]=[CH:10][C:9]([C:12]3[CH2:16][C:15]([C:21]4[CH:26]=[C:25]([Cl:27])[C:24]([Cl:28])=[C:23]([Cl:29])[CH:22]=4)([C:17]([F:19])([F:20])[F:18])[O:14][N:13]=3)=[CH:8][CH:7]=2)[CH2:3][N:4]([C:36](=[O:38])[CH3:37])[CH2:5]1. (7) Given the reactants [F-].[Cs+].[CH:3]([C:5]1[S:9][C:8]([CH2:10][CH2:11][CH2:12][C:13]([O:15][CH3:16])=[O:14])=[CH:7][CH:6]=1)=[O:4].[F:17][C:18]([Si](C)(C)C)([F:20])[F:19], predict the reaction product. The product is: [F:17][C:18]([F:20])([F:19])[CH:3]([C:5]1[S:9][C:8]([CH2:10][CH2:11][CH2:12][C:13]([O:15][CH3:16])=[O:14])=[CH:7][CH:6]=1)[OH:4]. (8) Given the reactants [CH:1]1([NH:4][C:5]2[C:6]3[C:25]([C:26]#[N:27])=[CH:24][NH:23][C:7]=3[N:8]=[C:9]([NH:11][C:12]3[CH:13]=[C:14]4[C:19](=[CH:20][CH:21]=3)[NH:18][C:17](=[O:22])[CH2:16][CH2:15]4)[N:10]=2)[CH2:3][CH2:2]1.C([O-])([O-])=[O:29].[K+].[K+].OO, predict the reaction product. The product is: [CH:1]1([NH:4][C:5]2[C:6]3[C:25]([C:26]([NH2:27])=[O:29])=[CH:24][NH:23][C:7]=3[N:8]=[C:9]([NH:11][C:12]3[CH:13]=[C:14]4[C:19](=[CH:20][CH:21]=3)[NH:18][C:17](=[O:22])[CH2:16][CH2:15]4)[N:10]=2)[CH2:2][CH2:3]1.